Dataset: CYP1A2 inhibition data for predicting drug metabolism from PubChem BioAssay. Task: Regression/Classification. Given a drug SMILES string, predict its absorption, distribution, metabolism, or excretion properties. Task type varies by dataset: regression for continuous measurements (e.g., permeability, clearance, half-life) or binary classification for categorical outcomes (e.g., BBB penetration, CYP inhibition). Dataset: cyp1a2_veith. (1) The compound is C[C@@]12CC[C@@H]3c4ccc(O)cc4CC[C@H]3[C@H]1C[C@@H](O)[C@H]2O. The result is 0 (non-inhibitor). (2) The result is 1 (inhibitor). The drug is C=C1C(=O)C=C2CN(C(=O)c3ccccc3)[C@@](Cc3ccc(F)cc3)(C(=O)OC)[C@@H]12. (3) The compound is CC(C)CN1CCCC2(CCN(C(=O)c3cccn3C)CC2)C1. The result is 0 (non-inhibitor). (4) The compound is CC(C)c1cccc2nc3c(c(C(C)(C)C)c12)Cn1c-3cccc1=O. The result is 1 (inhibitor). (5) The result is 1 (inhibitor). The compound is Cc1cc(C(=O)CSc2nnc(N)s2)c(C)n1CCc1ccc(F)cc1. (6) The drug is CCOC(=O)C1=C(C)NC(=O)NC1c1ccoc1. The result is 1 (inhibitor).